This data is from Full USPTO retrosynthesis dataset with 1.9M reactions from patents (1976-2016). The task is: Predict the reactants needed to synthesize the given product. (1) Given the product [CH2:1]([C:8]1[CH:13]=[CH:12][C:11]([B:19]2[O:23][C:22]([CH3:25])([CH3:24])[C:21]([CH3:27])([CH3:26])[O:20]2)=[C:10]([C:15]([F:18])([F:17])[F:16])[CH:9]=1)[C:2]1[CH:7]=[CH:6][CH:5]=[CH:4][CH:3]=1, predict the reactants needed to synthesize it. The reactants are: [CH2:1]([C:8]1[CH:13]=[CH:12][C:11](Br)=[C:10]([C:15]([F:18])([F:17])[F:16])[CH:9]=1)[C:2]1[CH:7]=[CH:6][CH:5]=[CH:4][CH:3]=1.[B:19]1([B:19]2[O:23][C:22]([CH3:25])([CH3:24])[C:21]([CH3:27])([CH3:26])[O:20]2)[O:23][C:22]([CH3:25])([CH3:24])[C:21]([CH3:27])([CH3:26])[O:20]1. (2) Given the product [CH3:12][O:11][C:3]1[C:2]([NH:1][S:14]([CH3:13])(=[O:16])=[O:15])=[CH:7][CH:6]=[CH:5][C:4]=1[C:8](=[O:10])[CH3:9], predict the reactants needed to synthesize it. The reactants are: [NH2:1][C:2]1[C:3]([O:11][CH3:12])=[C:4]([C:8](=[O:10])[CH3:9])[CH:5]=[CH:6][CH:7]=1.[CH3:13][S:14](Cl)(=[O:16])=[O:15]. (3) Given the product [Cl:1][C:2]1[CH:3]=[C:4]([S:8]([NH:11][C@H:12]2[CH2:21][CH2:20][C:19]3[C:14](=[CH:15][CH:16]=[CH:17][C:18]=3[N:22]3[CH2:23][CH2:24][NH:25][CH2:26][CH2:27]3)[CH2:13]2)(=[O:9])=[O:10])[CH:5]=[CH:6][CH:7]=1, predict the reactants needed to synthesize it. The reactants are: [Cl:1][C:2]1[CH:3]=[C:4]([S:8]([NH:11][C@H:12]2[CH2:21][CH2:20][C:19]3[C:14](=[CH:15][CH:16]=[CH:17][C:18]=3[N:22]3[CH2:27][CH2:26][N:25](C)[CH2:24][CH2:23]3)[CH2:13]2)(=[O:10])=[O:9])[CH:5]=[CH:6][CH:7]=1.ClC(OCCCl)=O. (4) Given the product [OH:21][CH2:20][C:19]1[CH:23]=[CH:24][C:16]([CH2:15][CH2:14][NH:13][C:11](=[O:12])[O:10][C:6]([CH3:9])([CH3:7])[CH3:8])=[CH:17][CH:18]=1, predict the reactants needed to synthesize it. The reactants are: O1CCCC1.[C:6]([O:10][C:11]([NH:13][CH2:14][CH2:15][C:16]1[CH:24]=[CH:23][C:19]([C:20](O)=[O:21])=[CH:18][CH:17]=1)=[O:12])([CH3:9])([CH3:8])[CH3:7]. (5) Given the product [CH:16]1([N:7]2[CH2:8][C:9]([F:15])([F:14])[C:10](=[O:13])[N:11]([CH3:12])[C:5]3[CH:4]=[N:3][C:2]([NH:21][C:22]4[CH:30]=[CH:29][C:25]([C:26]([OH:28])=[O:27])=[CH:24][CH:23]=4)=[N:20][C:6]2=3)[CH2:19][CH2:18][CH2:17]1, predict the reactants needed to synthesize it. The reactants are: Cl[C:2]1[N:3]=[CH:4][C:5]2[N:11]([CH3:12])[C:10](=[O:13])[C:9]([F:15])([F:14])[CH2:8][N:7]([CH:16]3[CH2:19][CH2:18][CH2:17]3)[C:6]=2[N:20]=1.[NH2:21][C:22]1[CH:30]=[CH:29][C:25]([C:26]([OH:28])=[O:27])=[CH:24][CH:23]=1. (6) Given the product [OH:1][CH2:2][CH2:3][CH2:4][C:5]#[C:6][C:7]1[CH:8]=[C:9]([NH:10][C:11]([C:13]2[CH:14]=[C:15]([S:19]([C:22]3[CH:23]=[C:24]4[C:29](=[C:30]([CH3:32])[CH:31]=3)[N:28]=[CH:27][C:26]([C:33]([NH2:35])=[O:34])=[C:25]4[NH:36][C:37]3[CH:42]=[CH:41][CH:40]=[C:39]([O:43][CH3:44])[CH:38]=3)(=[O:21])=[O:20])[CH:16]=[CH:17][CH:18]=2)=[O:12])[CH:51]=[CH:46][CH:47]=1, predict the reactants needed to synthesize it. The reactants are: [OH:1][CH2:2][CH2:3][CH2:4][CH2:5][CH2:6][CH2:7][CH2:8][CH2:9][NH:10][C:11]([C:13]1[CH:14]=[C:15]([S:19]([C:22]2[CH:23]=[C:24]3[C:29](=[C:30]([CH3:32])[CH:31]=2)[N:28]=[CH:27][C:26]([C:33]([NH2:35])=[O:34])=[C:25]3[NH:36][C:37]2[CH:42]=[CH:41][CH:40]=[C:39]([O:43][CH3:44])[CH:38]=2)(=[O:21])=[O:20])[CH:16]=[CH:17][CH:18]=1)=[O:12].N[C:46]1[CH:47]=C(C#CCCCO)C=C[CH:51]=1. (7) Given the product [CH3:10][C@H:11]1[CH2:16][N:15]([CH2:6][C:5]2[CH:8]=[CH:9][C:2]([OH:1])=[CH:3][CH:4]=2)[C@H:14]([CH3:17])[CH2:13][N:12]1[C@H:18]([C:25]1[CH:26]=[CH:27][C:28]([C:29]([N:31]([CH2:34][CH3:35])[CH2:32][CH3:33])=[O:30])=[CH:36][CH:37]=1)[C:19]1[CH:20]=[CH:21][CH:22]=[CH:23][CH:24]=1, predict the reactants needed to synthesize it. The reactants are: [OH:1][C:2]1[CH:9]=[CH:8][C:5]([CH:6]=O)=[CH:4][CH:3]=1.[CH3:10][C@H:11]1[CH2:16][NH:15][C@H:14]([CH3:17])[CH2:13][N:12]1[C@H:18]([C:25]1[CH:37]=[CH:36][C:28]([C:29]([N:31]([CH2:34][CH3:35])[CH2:32][CH3:33])=[O:30])=[CH:27][CH:26]=1)[C:19]1[CH:24]=[CH:23][CH:22]=[CH:21][CH:20]=1.C(O[BH-](OC(=O)C)OC(=O)C)(=O)C.[Na+]. (8) The reactants are: [CH3:1][O:2][C:3](=[O:14])[C:4]1[CH:12]=[C:11]([Cl:13])[CH:10]=[C:6]([C:7](O)=[O:8])[CH:5]=1. Given the product [CH3:1][O:2][C:3](=[O:14])[C:4]1[CH:5]=[C:6]([CH2:7][OH:8])[CH:10]=[C:11]([Cl:13])[CH:12]=1, predict the reactants needed to synthesize it.